The task is: Predict the product of the given reaction.. This data is from Forward reaction prediction with 1.9M reactions from USPTO patents (1976-2016). (1) Given the reactants [C:1]([N:5]1[CH2:29][CH2:28][CH2:27][CH2:26][C:8]2[CH:9]=[C:10]3[C:19]4[CH:18]=[C:17]([S:20]([CH2:22][CH3:23])=[O:21])[C:16]([O:24][CH3:25])=[CH:15][C:14]=4[CH2:13][CH2:12][N:11]3[C:7]=2[C:6]1=[O:30])([CH3:4])([CH3:3])[CH3:2].C1C(=O)N([Br:38])C(=O)C1, predict the reaction product. The product is: [C:1]([N:5]1[CH2:29][CH2:28][CH2:27][CH2:26][C:8]2[C:9]([Br:38])=[C:10]3[C:19]4[CH:18]=[C:17]([S:20]([CH2:22][CH3:23])=[O:21])[C:16]([O:24][CH3:25])=[CH:15][C:14]=4[CH2:13][CH2:12][N:11]3[C:7]=2[C:6]1=[O:30])([CH3:2])([CH3:3])[CH3:4]. (2) Given the reactants [CH3:1][C:2]([O:4][CH2:5][C@H:6]1[O:11][C@H:10]([O:12][C@H:13]2[C@H:18]([O:19][C:20]([CH3:22])=[O:21])[C@@H:17]([O:23][C:24]([CH3:26])=[O:25])[CH:16](OC(C)=O)[O:15][C@@H:14]2[CH2:31][O:32][C:33]([CH3:35])=[O:34])[C@H:9]([O:36][C:37]([CH3:39])=[O:38])[C@@H:8]([O:40][C:41]([CH3:43])=[O:42])[C@@H:7]1[O:44][C@H:45]1[O:50][C@H:49]([CH2:51][O:52][C:53]([CH3:55])=[O:54])[C@@H:48]([O:56][C:57]([CH3:59])=[O:58])[C@H:47]([O:60][C:61]([CH3:63])=[O:62])[C@H:46]1[O:64][C:65]([CH3:67])=[O:66])=[O:3].[BrH:68].CC(O)=O, predict the reaction product. The product is: [C:65]([O:64][C@@H:46]1[C@@H:47]([O:60][C:61](=[O:62])[CH3:63])[C@H:48]([O:56][C:57](=[O:58])[CH3:59])[C@@H:49]([CH2:51][O:52][C:53](=[O:54])[CH3:55])[O:50][C@@H:45]1[O:44][C@@H:7]1[C@@H:6]([CH2:5][O:4][C:2](=[O:3])[CH3:1])[O:11][C@H:10]([O:12][C@@H:13]2[C@@H:14]([CH2:31][O:32][C:33](=[O:34])[CH3:35])[O:15][C@H:16]([Br:68])[C@H:17]([O:23][C:24](=[O:25])[CH3:26])[C@H:18]2[O:19][C:20](=[O:21])[CH3:22])[C@H:9]([O:36][C:37](=[O:38])[CH3:39])[C@H:8]1[O:40][C:41](=[O:42])[CH3:43])(=[O:66])[CH3:67].